Dataset: Full USPTO retrosynthesis dataset with 1.9M reactions from patents (1976-2016). Task: Predict the reactants needed to synthesize the given product. (1) Given the product [ClH:46].[C:27]([N:23]1[C:24]2[C:19](=[CH:18][C:17]([C:15]3[CH:14]=[N:13][N:12]([CH2:11][CH2:10][NH:6][CH3:5])[CH:16]=3)=[CH:26][CH:25]=2)[C@H:20]([NH:31][C:32]2[CH:37]=[CH:36][CH:35]=[C:34]([F:38])[N:33]=2)[CH2:21][C@@H:22]1[CH3:30])(=[O:29])[CH3:28], predict the reactants needed to synthesize it. The reactants are: CC([CH2:5][N:6]([CH2:10][CH2:11][N:12]1[CH:16]=[C:15]([C:17]2[CH:18]=[C:19]3[C:24](=[CH:25][CH:26]=2)[N:23]([C:27](=[O:29])[CH3:28])[C@@H:22]([CH3:30])[CH2:21][C@H:20]3[NH:31][C:32]2[CH:37]=[CH:36][CH:35]=[C:34]([F:38])[N:33]=2)[CH:14]=[N:13]1)C(=O)[O-])(C)C.FC(F)(F)C(O)=O.[ClH:46].CCOCC. (2) Given the product [C:1]([C:5]1[CH:10]=[C:9]([CH3:11])[CH:8]=[C:7]([CH:17]=[O:18])[C:6]=1[OH:12])([CH3:4])([CH3:3])[CH3:2], predict the reactants needed to synthesize it. The reactants are: [C:1]([C:5]1[CH:10]=[C:9]([CH3:11])[CH:8]=[CH:7][C:6]=1[OH:12])([CH3:4])([CH3:3])[CH3:2].C([Mg]Br)C.[CH2:17]=[O:18].C(N(CC)CC)C. (3) Given the product [Si:63]([O:62][C@H:23]([C:11]1[CH:12]=[C:13]([OH:15])[CH:14]=[C:9]([OH:8])[CH:10]=1)[CH2:24][NH:25][CH2:26][CH2:27][C:28]1[CH:61]=[CH:60][C:31]([O:32][CH2:33][CH2:34][CH2:35][CH2:36][C:37]2[CH:42]=[CH:41][C:40]([OH:43])=[C:39]([C@@H:44]([C:54]3[CH:55]=[CH:56][CH:57]=[CH:58][CH:59]=3)[CH2:45][CH2:46][N:47]([CH:48]([CH3:50])[CH3:49])[CH:51]([CH3:53])[CH3:52])[CH:38]=2)=[CH:30][CH:29]=1)([C:66]([CH3:69])([CH3:67])[CH3:68])([CH3:65])[CH3:64], predict the reactants needed to synthesize it. The reactants are: C([O:8][C:9]1[CH:10]=[C:11]([C@@H:23]([O:62][Si:63]([C:66]([CH3:69])([CH3:68])[CH3:67])([CH3:65])[CH3:64])[CH2:24][NH:25][CH2:26][CH2:27][C:28]2[CH:61]=[CH:60][C:31]([O:32][CH2:33][CH2:34][CH2:35][CH2:36][C:37]3[CH:42]=[CH:41][C:40]([OH:43])=[C:39]([C@@H:44]([C:54]4[CH:59]=[CH:58][CH:57]=[CH:56][CH:55]=4)[CH2:45][CH2:46][N:47]([CH:51]([CH3:53])[CH3:52])[CH:48]([CH3:50])[CH3:49])[CH:38]=3)=[CH:30][CH:29]=2)[CH:12]=[C:13]([O:15]CC2C=CC=CC=2)[CH:14]=1)C1C=CC=CC=1.C([O-])=O.[NH4+]. (4) The reactants are: Br[C:2]1[CH:3]=[C:4]([C:8]2([C:14]3[CH:15]=[CH:16][C:17]4[O:21][CH2:20][CH2:19][C:18]=4[CH:22]=3)[CH2:12][O:11][C:10]([NH2:13])=[N:9]2)[CH:5]=[CH:6][CH:7]=1.CC(C)([O-])C.[Na+].C(P(C(C)(C)C)C1C=CC=CC=1C1C(C(C)C)=CC(C(C)C)=CC=1C(C)C)(C)(C)C.[CH3:59][O:60][C:61]1[CH:62]=[C:63]([CH:65]=[CH:66][CH:67]=1)[NH2:64]. Given the product [O:21]1[C:17]2[CH:16]=[CH:15][C:14]([C:8]3([C:4]4[CH:5]=[CH:6][CH:7]=[C:2]([NH:64][C:63]5[CH:65]=[CH:66][CH:67]=[C:61]([O:60][CH3:59])[CH:62]=5)[CH:3]=4)[CH2:12][O:11][C:10]([NH2:13])=[N:9]3)=[CH:22][C:18]=2[CH2:19][CH2:20]1, predict the reactants needed to synthesize it. (5) Given the product [Cl:25][C:23]1[C:22]2[CH2:21][CH2:20][CH2:19][C:18]=2[C:16]2[O:17][CH:13]([CH2:12][N:26]=[N+:27]=[N-:28])[CH2:14][C:15]=2[CH:24]=1, predict the reactants needed to synthesize it. The reactants are: CC1C=CC(S(O[CH2:12][CH:13]2[O:17][C:16]3[C:18]4[CH2:19][CH2:20][CH2:21][C:22]=4[C:23]([Cl:25])=[CH:24][C:15]=3[CH2:14]2)(=O)=O)=CC=1.[N-:26]=[N+:27]=[N-:28].[Na+].N(CC1OC2C3C(C=CC=2C1)=CC=CC=3)=[N+]=[N-]. (6) Given the product [Cl:21][C:22]1[CH:27]=[CH:26][CH:25]=[CH:24][C:23]=1[N:28]1[C:7]2[C:8]3[S:12][C:11]([NH:13][C:14](=[O:16])[CH3:15])=[N:10][C:9]=3[CH2:17][CH2:18][C:6]=2[C:4]([CH:1]2[CH2:3][CH2:2]2)=[N:29]1, predict the reactants needed to synthesize it. The reactants are: [CH:1]1([C:4]([CH:6]2[CH2:18][CH2:17][C:9]3[N:10]=[C:11]([NH:13][C:14](=[O:16])[CH3:15])[S:12][C:8]=3[C:7]2=O)=O)[CH2:3][CH2:2]1.Cl.[Cl:21][C:22]1[CH:27]=[CH:26][CH:25]=[CH:24][C:23]=1[NH:28][NH2:29].O. (7) Given the product [ClH:10].[N:31]1[CH:32]=[CH:33][C:28]([NH:27][C:20]2[C:21]3[O:25][CH:24]=[CH:23][C:22]=3[CH:26]=[C:18]([NH:17][S:7]([C:1]3[CH:6]=[CH:5][CH:4]=[CH:3][CH:2]=3)(=[O:9])=[O:8])[CH:19]=2)=[CH:29][CH:30]=1, predict the reactants needed to synthesize it. The reactants are: [C:1]1([S:7]([Cl:10])(=[O:9])=[O:8])[CH:6]=[CH:5][CH:4]=[CH:3][CH:2]=1.N1C=CC=CC=1.[NH2:17][C:18]1[CH:19]=[C:20]([NH:27][C:28]2[CH:33]=[CH:32][N:31]=[CH:30][CH:29]=2)[C:21]2[O:25][CH:24]=[CH:23][C:22]=2[CH:26]=1. (8) Given the product [CH:26]1([N:25]([CH:19]2[CH2:20][CH2:21][CH2:22][CH2:23][CH2:24]2)[C:7]([NH:6][C:4]2[S:3][CH:2]=[CH:1][N:5]=2)=[O:8])[CH2:27][CH2:28][CH2:29][CH2:30][CH2:31]1, predict the reactants needed to synthesize it. The reactants are: [CH:1]1[N:5]=[C:4]([NH2:6])[S:3][CH:2]=1.[C:7](N1C=CN=C1)(N1C=CN=C1)=[O:8].[CH:19]1([NH:25][CH:26]2[CH2:31][CH2:30][CH2:29][CH2:28][CH2:27]2)[CH2:24][CH2:23][CH2:22][CH2:21][CH2:20]1. (9) Given the product [N:8]1([C:1]([N:3]2[CH2:7][CH2:6][O:16][CH2:15][CH2:4]2)=[O:2])[CH:12]=[CH:11][N:10]=[CH:9]1, predict the reactants needed to synthesize it. The reactants are: [C:1]([N:8]1[CH:12]=[CH:11][N:10]=[CH:9]1)([N:3]1[CH:7]=[CH:6]N=[CH:4]1)=[O:2].N1CC[O:16][CH2:15]C1.